This data is from Reaction yield outcomes from USPTO patents with 853,638 reactions. The task is: Predict the reaction yield, written as a fraction of the theoretical maximum amount of product (1.0 means a 100% yield; for example, 0.34 means a 34% yield). (1) The reactants are [CH3:1][O:2][C:3]1[CH:4]=[C:5]2[C:10](=[CH:11][C:12]=1[O:13][CH3:14])[N:9]=[CH:8][CH:7]=[C:6]2[O:15][C:16]1[C:22]([CH3:23])=[CH:21][C:19]([NH2:20])=[C:18]([CH3:24])[CH:17]=1.Cl[C:26](Cl)([O:28][C:29](=[O:35])OC(Cl)(Cl)Cl)Cl.[CH2:37](O)[CH2:38][CH2:39][CH2:40][CH2:41]C.C(=O)(O)[O-].[Na+]. The catalyst is C(Cl)Cl.C(N(CC)CC)C.C1(C)C=CC=CC=1. The product is [CH3:1][O:2][C:3]1[CH:4]=[C:5]2[C:10](=[CH:11][C:12]=1[O:13][CH3:14])[N:9]=[CH:8][CH:7]=[C:6]2[O:15][C:16]1[C:22]([CH3:23])=[CH:21][C:19]([NH:20][C:29](=[O:35])[O:28][CH2:26][CH2:37][CH2:38][CH2:39][CH2:40][CH3:41])=[C:18]([CH3:24])[CH:17]=1. The yield is 1.00. (2) The reactants are [H-].[Na+].[CH3:3][O:4][C:5]([C:7]1[N:11]=[C:10]([Cl:12])[NH:9][N:8]=1)=[O:6].[CH3:13][Si:14]([CH2:17][CH2:18][O:19][CH2:20]Cl)([CH3:16])[CH3:15]. The catalyst is CN(C=O)C. The product is [CH3:3][O:4][C:5]([C:7]1[N:11]=[C:10]([Cl:12])[N:9]([CH2:20][O:19][CH2:18][CH2:17][Si:14]([CH3:16])([CH3:15])[CH3:13])[N:8]=1)=[O:6]. The yield is 0.580. (3) The yield is 0.770. The reactants are [C:1]1([C:7]2([C:14]3[CH:19]=[CH:18][CH:17]=[CH:16][CH:15]=3)[O:13][CH:8]2[C:9]([O:11][CH3:12])=[O:10])[CH:6]=[CH:5][CH:4]=[CH:3][CH:2]=1.[C:20]1([OH:26])[CH:25]=[CH:24][CH:23]=[CH:22][CH:21]=1. No catalyst specified. The product is [OH:13][CH:8]([C:7]([O:26][C:20]1[CH:25]=[CH:24][CH:23]=[CH:22][CH:21]=1)([C:14]1[CH:19]=[CH:18][CH:17]=[CH:16][CH:15]=1)[C:1]1[CH:2]=[CH:3][CH:4]=[CH:5][CH:6]=1)[C:9]([O:11][CH3:12])=[O:10]. (4) The reactants are [Cl:1][C:2]1[CH:3]=[N:4][N:5]([CH3:16])[C:6]=1[C:7]1[CH:8]=[C:9]([C:13]([OH:15])=O)[O:10][C:11]=1[CH3:12].[NH2:17][C@@H:18]([CH2:31][C:32]1[CH:37]=[CH:36][C:35]([F:38])=[C:34]([F:39])[CH:33]=1)[CH2:19][N:20]1[C:28](=[O:29])[C:27]2[C:22](=[CH:23][CH:24]=[CH:25][CH:26]=2)[C:21]1=[O:30].C(N(CC)C(C)C)(C)C.F[P-](F)(F)(F)(F)F.Br[P+](N1CCCC1)(N1CCCC1)N1CCCC1. The catalyst is C(Cl)Cl. The product is [Cl:1][C:2]1[CH:3]=[N:4][N:5]([CH3:16])[C:6]=1[C:7]1[CH:8]=[C:9]([C:13]([NH:17][C@H:18]([CH2:19][N:20]2[C:21](=[O:30])[C:22]3[C:27](=[CH:26][CH:25]=[CH:24][CH:23]=3)[C:28]2=[O:29])[CH2:31][C:32]2[CH:37]=[CH:36][C:35]([F:38])=[C:34]([F:39])[CH:33]=2)=[O:15])[O:10][C:11]=1[CH3:12]. The yield is 0.570. (5) The reactants are [CH3:1][O:2][C:3](=[O:31])[C:4]1[CH:9]=[CH:8][C:7]([CH2:10][N:11]2[CH:15]=[C:14]([C:16]3[CH:21]=[CH:20][C:19]([Cl:22])=[CH:18][C:17]=3[Cl:23])[N:13]=[C:12]2[C:24]2[CH:29]=[CH:28][C:27](Br)=[CH:26][CH:25]=2)=[CH:6][CH:5]=1.[OH:32][C:33]1[CH:38]=[CH:37][C:36](B(O)O)=[CH:35][CH:34]=1. No catalyst specified. The product is [CH3:1][O:2][C:3](=[O:31])[C:4]1[CH:9]=[CH:8][C:7]([CH2:10][N:11]2[CH:15]=[C:14]([C:16]3[CH:21]=[CH:20][C:19]([Cl:22])=[CH:18][C:17]=3[Cl:23])[N:13]=[C:12]2[C:24]2[CH:29]=[CH:28][C:27]([C:36]3[CH:37]=[CH:38][C:33]([OH:32])=[CH:34][CH:35]=3)=[CH:26][CH:25]=2)=[CH:6][CH:5]=1. The yield is 0.740. (6) The product is [NH2:9][C:7]1[N:6]([C:21]([O:20][C:17]([CH3:19])([CH3:18])[CH3:16])=[O:22])[N:5]=[C:4]([CH:1]2[CH2:3][CH2:2]2)[CH:8]=1. The reactants are [CH:1]1([C:4]2[CH:8]=[C:7]([NH2:9])[NH:6][N:5]=2)[CH2:3][CH2:2]1.C([O-])([O-])=O.[K+].[K+].[CH3:16][C:17]([O:20][C:21](O[C:21]([O:20][C:17]([CH3:19])([CH3:18])[CH3:16])=[O:22])=[O:22])([CH3:19])[CH3:18]. The yield is 0.540. The catalyst is C1COCC1. (7) The reactants are Br[C:2]1[C:7]2=[CH:8][N:9]([C:11]3[C:16]([Cl:17])=[CH:15][C:14]([CH:18]=[CH2:19])=[CH:13][C:12]=3[Cl:20])[N:10]=[C:6]2[C:5]([F:21])=[CH:4][N:3]=1.[CH3:22][C:23]1[N:28]=[CH:27][N:26]=[C:25]([NH2:29])[CH:24]=1.CC1(C)C2C(=C(P(C3C=CC=CC=3)C3C=CC=CC=3)C=CC=2)OC2C(P(C3C=CC=CC=3)C3C=CC=CC=3)=CC=CC1=2.C(=O)([O-])[O-].[Cs+].[Cs+]. The catalyst is O1CCOCC1.C1C=CC(/C=C/C(/C=C/C2C=CC=CC=2)=O)=CC=1.C1C=CC(/C=C/C(/C=C/C2C=CC=CC=2)=O)=CC=1.C1C=CC(/C=C/C(/C=C/C2C=CC=CC=2)=O)=CC=1.[Pd].[Pd]. The product is [Cl:20][C:12]1[CH:13]=[C:14]([CH:18]=[CH2:19])[CH:15]=[C:16]([Cl:17])[C:11]=1[N:9]1[CH:8]=[C:7]2[C:2]([NH:29][C:25]3[CH:24]=[C:23]([CH3:22])[N:28]=[CH:27][N:26]=3)=[N:3][CH:4]=[C:5]([F:21])[C:6]2=[N:10]1. The yield is 0.620. (8) The reactants are [Si]([O:8][CH2:9][CH2:10][N:11]([CH3:23])[C:12]1[CH:22]=[CH:21][C:15]([C:16]([O:18][CH2:19][CH3:20])=[O:17])=[CH:14][CH:13]=1)(C(C)(C)C)(C)C.[F-].C([N+](CCCC)(CCCC)CCCC)CCC. The catalyst is O1CCCC1. The product is [OH:8][CH2:9][CH2:10][N:11]([CH3:23])[C:12]1[CH:22]=[CH:21][C:15]([C:16]([O:18][CH2:19][CH3:20])=[O:17])=[CH:14][CH:13]=1. The yield is 0.720. (9) The reactants are ClC1C(Cl)=CC=CC=1N1CCN([CH2:15][CH2:16][CH2:17][CH2:18][O:19][C:20]2[N:25]=[C:24]3[NH:26][N:27]=[CH:28][C:23]3=[CH:22][CH:21]=2)CC1.[CH3:29][C:30]1[C:35]([CH3:36])=[CH:34][CH:33]=[CH:32][C:31]=1[N:37]1[CH2:42][CH2:41][NH:40][CH2:39][CH2:38]1. No catalyst specified. The product is [CH3:29][C:30]1[C:35]([CH3:36])=[CH:34][CH:33]=[CH:32][C:31]=1[N:37]1[CH2:38][CH2:39][N:40]([CH2:15][CH2:16][CH2:17][CH2:18][O:19][C:20]2[N:25]=[C:24]3[NH:26][N:27]=[CH:28][C:23]3=[CH:22][CH:21]=2)[CH2:41][CH2:42]1. The yield is 0.810. (10) The yield is 0.620. The product is [Br:26][C:27]1[CH:35]=[CH:34][CH:33]=[C:32]2[C:28]=1[CH2:29][CH2:30][C@@H:31]2[OH:36]. The catalyst is C(Cl)Cl. The reactants are B1(C)OC(C2C=CC=CC=2)(C2C=CC=CC=2)[C@@H]2N1CCC2.B.CSC.[Br:26][C:27]1[CH:35]=[CH:34][CH:33]=[C:32]2[C:28]=1[CH2:29][CH2:30][C:31]2=[O:36].